Dataset: Reaction yield outcomes from USPTO patents with 853,638 reactions. Task: Predict the reaction yield, written as a fraction of the theoretical maximum amount of product (1.0 means a 100% yield; for example, 0.34 means a 34% yield). (1) The catalyst is O1CCCC1. The reactants are C(O[C:4](=[O:21])[CH:5]([C:11]([NH:13][CH2:14][C:15]1[CH:20]=[CH:19][CH:18]=[CH:17][CH:16]=1)=[O:12])[C:6]([O:8][CH2:9][CH3:10])=[O:7])C.[H-].[Na+].[Cl:24][C:25]1[CH:30]=[CH:29][C:28]([N:31]=[C:32]=[O:33])=[CH:27][CH:26]=1.Cl. The yield is 0.560. The product is [Cl:24][C:25]1[CH:30]=[CH:29][C:28]([N:31]2[C:4]([OH:21])=[C:5]([C:6]([O:8][CH2:9][CH3:10])=[O:7])[C:11](=[O:12])[N:13]([CH2:14][C:15]3[CH:16]=[CH:17][CH:18]=[CH:19][CH:20]=3)[C:32]2=[O:33])=[CH:27][CH:26]=1. (2) The reactants are [CH3:1][C:2](C)([O-:4])C.[K+].C[O:8][CH:9]([CH3:14])[C:10]([O:12][CH3:13])=O.[CH3:15]C(C)=O.O. The catalyst is C(O)(=O)C. The product is [CH3:13][O:12][CH:10]([C:9](=[O:8])[CH2:14][C:2](=[O:4])[CH3:1])[CH3:15]. The yield is 0.530. (3) The reactants are [OH:1][C@@H:2]1[CH2:9][N:8]([CH2:10][CH2:11][C@H:12]([N:15]2[C:21](=[O:22])[CH2:20][CH2:19][NH:18][CH2:17][CH2:16]2)[CH2:13][OH:14])[CH2:7][CH2:6][C:3]21[CH2:5][CH2:4]2.C(N(CC)CC)C.Cl[Si](C)(C)C.[Cl:35][C:36]1[CH:37]=[C:38]([N:43]=[C:44]=[O:45])[CH:39]=[CH:40][C:41]=1[Cl:42]. The catalyst is ClCCl.CN(C)C=O. The product is [Cl:35][C:36]1[CH:37]=[C:38]([NH:43][C:44]([N:18]2[CH2:19][CH2:20][C:21](=[O:22])[N:15]([C@H:12]([CH2:13][OH:14])[CH2:11][CH2:10][N:8]3[CH2:7][CH2:6][C:3]4([CH2:4][CH2:5]4)[C@H:2]([OH:1])[CH2:9]3)[CH2:16][CH2:17]2)=[O:45])[CH:39]=[CH:40][C:41]=1[Cl:42]. The yield is 0.610. (4) The reactants are [I:1][C:2]1[CH:3]=[CH:4][C:5]([N:8]2[C:12](=[O:13])[CH2:11][C:10]([CH3:15])([CH3:14])[C:9]2=[O:16])=[N:6][CH:7]=1.CO.[BH4-].[Na+]. The catalyst is C1COCC1. The product is [OH:16][CH:9]1[N:8]([C:5]2[CH:4]=[CH:3][C:2]([I:1])=[CH:7][N:6]=2)[C:12](=[O:13])[CH2:11][C:10]1([CH3:15])[CH3:14]. The yield is 0.460. (5) The reactants are [CH3:1][C:2]1([CH3:24])[N:11]2[CH:12]3[CH2:17][CH2:16][N:15](C(OCC)=O)[CH2:14][CH:13]3[C:9]3[C:10]2=[C:5]([CH:6]=[CH:7][CH:8]=3)[N:4]([CH3:23])[CH2:3]1.[OH-].[K+]. The catalyst is C(O)CCC.O. The product is [CH3:1][C:2]1([CH3:24])[N:11]2[CH:12]3[CH2:17][CH2:16][NH:15][CH2:14][CH:13]3[C:9]3[C:10]2=[C:5]([CH:6]=[CH:7][CH:8]=3)[N:4]([CH3:23])[CH2:3]1. The yield is 0.810.